This data is from Reaction yield outcomes from USPTO patents with 853,638 reactions. The task is: Predict the reaction yield, written as a fraction of the theoretical maximum amount of product (1.0 means a 100% yield; for example, 0.34 means a 34% yield). (1) The reactants are [O:1]1[C:5]2[CH:6]=[CH:7][C:8]([C:10]3[CH:15]=[CH:14][C:13]([NH:16][C:17]4[CH:22]=[CH:21][CH:20]=[CH:19][C:18]=4[CH3:23])=[CH:12][CH:11]=3)=[CH:9][C:4]=2[CH2:3][CH2:2]1.C([O-])([O-])=O.[Cs+].[Cs+]. The catalyst is C1(C)C=CC=CC=1.C(O)(=O)C.C(OCC)(=O)C.CC([O-])=O.CC([O-])=O.[Pd+2]. The product is [O:1]1[C:5]2[CH:6]=[CH:7][C:8]([C:10]3[CH:11]=[C:12]4[C:13](=[CH:14][CH:15]=3)[NH:16][C:17]3[C:18]([CH3:23])=[CH:19][CH:20]=[CH:21][C:22]4=3)=[CH:9][C:4]=2[CH2:3][CH2:2]1. The yield is 0.190. (2) The reactants are [Cl:1][C:2]1[CH:13]=[C:12]([OH:14])[C:5]2[CH:6]=[C:7]([C:9](=[O:11])[CH3:10])[O:8][C:4]=2[CH:3]=1.C([O-])([O-])=O.[K+].[K+]. The catalyst is CN(C=O)C. The product is [CH2:6]([O:14][C:12]1[C:5]2[CH:6]=[C:7]([C:9](=[O:11])[CH3:10])[O:8][C:4]=2[CH:3]=[C:2]([Cl:1])[CH:13]=1)[C:5]1[CH:12]=[CH:13][CH:2]=[CH:3][CH:4]=1. The yield is 0.930. (3) The reactants are Br[C:2]1[CH:7]=[C:6]([O:8][CH3:9])[C:5]([C:10]2[N:15]=[N:14][C:13]([N:16]([CH3:27])[CH:17]3[CH2:22][C:21]([CH3:24])([CH3:23])[NH:20][C:19]([CH3:26])([CH3:25])[CH2:18]3)=[CH:12][CH:11]=2)=[C:4]([O:28][CH3:29])[CH:3]=1.CC1(C)C(C)(C)OB([C:38]2[CH:39]=[N:40][NH:41][CH:42]=2)O1. No catalyst specified. The product is [CH3:9][O:8][C:6]1[CH:7]=[C:2]([C:38]2[CH:39]=[N:40][NH:41][CH:42]=2)[CH:3]=[C:4]([O:28][CH3:29])[C:5]=1[C:10]1[N:15]=[N:14][C:13]([N:16]([CH3:27])[CH:17]2[CH2:22][C:21]([CH3:24])([CH3:23])[NH:20][C:19]([CH3:26])([CH3:25])[CH2:18]2)=[CH:12][CH:11]=1. The yield is 0.700. (4) The reactants are [CH3:1][O:2][C:3]1[CH:4]=[CH:5][C:6]2[O:10][CH:9]=[C:8]([CH3:11])[C:7]=2[CH:12]=1.[CH2:13]([CH:15]([CH2:19][CH3:20])[C:16](Cl)=[O:17])[CH3:14].[N+](C)([O-])=O.[Cl-].[Al+3].[Cl-].[Cl-]. The catalyst is O. The product is [CH2:13]([CH:15]([CH2:19][CH3:20])[C:16]([C:9]1[O:10][C:6]2[CH:5]=[CH:4][C:3]([O:2][CH3:1])=[CH:12][C:7]=2[C:8]=1[CH3:11])=[O:17])[CH3:14]. The yield is 0.970.